Dataset: Reaction yield outcomes from USPTO patents with 853,638 reactions. Task: Predict the reaction yield, written as a fraction of the theoretical maximum amount of product (1.0 means a 100% yield; for example, 0.34 means a 34% yield). (1) The reactants are [CH2:1]([C:3]1[CH:26]=[CH:25][C:6]2[N:7]=[C:8]([NH:10][C:11]3[CH:16]=[C:15]([CH2:17][C:18]4[CH:23]=[CH:22][CH:21]=[CH:20][CH:19]=4)[N:14]=[C:13](F)[N:12]=3)[S:9][C:5]=2[CH:4]=1)[CH3:2].[NH2:27][C:28]1[CH:33]=[CH:32][C:31]([CH2:34][CH2:35][C:36]([OH:38])=[O:37])=[CH:30][CH:29]=1. The catalyst is C(#N)C.Cl. The product is [CH2:1]([C:3]1[CH:26]=[CH:25][C:6]2[N:7]=[C:8]([NH:10][C:11]3[CH:16]=[C:15]([CH2:17][C:18]4[CH:23]=[CH:22][CH:21]=[CH:20][CH:19]=4)[N:14]=[C:13]([NH:27][C:28]4[CH:29]=[CH:30][C:31]([CH2:34][CH2:35][C:36]([OH:38])=[O:37])=[CH:32][CH:33]=4)[N:12]=3)[S:9][C:5]=2[CH:4]=1)[CH3:2]. The yield is 0.820. (2) The reactants are FC(F)(F)C(O)=O.[Cl:8][C:9]1[C:10]([F:41])=[C:11]([CH:15]2[C:19]([C:22]3[CH:27]=[CH:26][C:25]([Cl:28])=[CH:24][C:23]=3[F:29])([C:20]#[N:21])[CH:18]([CH2:30][C:31]([CH2:36][CH3:37])([CH2:34][OH:35])[CH2:32][CH3:33])[NH:17][CH:16]2[C:38](O)=[O:39])[CH:12]=[CH:13][CH:14]=1.CC1(C)[O:47][C@@H:46]([CH2:48][CH2:49][NH2:50])[CH2:45][O:44]1.CN(C(ON1N=NC2C=CC=NC1=2)=[N+](C)C)C.F[P-](F)(F)(F)(F)F.CCN(C(C)C)C(C)C.Cl. The catalyst is C(Cl)Cl.O1CCCC1. The product is [OH:47][C@H:46]([CH2:45][OH:44])[CH2:48][CH2:49][NH:50][C:38]([CH:16]1[CH:15]([C:11]2[CH:12]=[CH:13][CH:14]=[C:9]([Cl:8])[C:10]=2[F:41])[C:19]([C:22]2[CH:27]=[CH:26][C:25]([Cl:28])=[CH:24][C:23]=2[F:29])([C:20]#[N:21])[CH:18]([CH2:30][C:31]([CH2:36][CH3:37])([CH2:34][OH:35])[CH2:32][CH3:33])[NH:17]1)=[O:39]. The yield is 0.100. (3) The reactants are [NH2:1][C:2]1[N:7]=[CH:6][C:5]([C:8]2[CH:9]=[C:10]([NH2:19])[C:11]([NH:14][C:15]([CH3:18])([CH3:17])[CH3:16])=[CH:12][CH:13]=2)=[CH:4][N:3]=1.[Br:20][C:21]1[CH:22]=[CH:23][C:24]([N:29]2[CH:33]=[N:32][CH:31]=[N:30]2)=[C:25]([CH:28]=1)[CH:26]=O.N1CCC[C@H]1C(O)=O. The catalyst is CO. The product is [Br:20][C:21]1[CH:22]=[CH:23][C:24]([N:29]2[CH:33]=[N:32][CH:31]=[N:30]2)=[C:25]([C:26]2[N:14]([C:15]([CH3:16])([CH3:18])[CH3:17])[C:11]3[CH:12]=[CH:13][C:8]([C:5]4[CH:4]=[N:3][C:2]([NH2:1])=[N:7][CH:6]=4)=[CH:9][C:10]=3[N:19]=2)[CH:28]=1. The yield is 0.310. (4) The reactants are [OH-:1].[Na+].[Br:3][C:4]1[CH:5]=[C:6]([F:13])[C:7]([OH:12])=[C:8]([CH:11]=1)C=O.OO. The catalyst is S([O-])([O-])(=O)=S.[Na+].[Na+]. The product is [Br:3][C:4]1[CH:11]=[C:8]([OH:1])[C:7]([OH:12])=[C:6]([F:13])[CH:5]=1. The yield is 0.920. (5) The reactants are [C:1]([C:3]1[C:4]([I:17])=[C:5]([C:12]([O:14][CH2:15][CH3:16])=[O:13])[S:6][C:7]=1S(C)(=O)=O)#[N:2].O1CCOCC1.[NH:24]1[CH2:29][CH2:28][O:27][CH2:26][CH2:25]1. The catalyst is O. The product is [C:1]([C:3]1[C:4]([I:17])=[C:5]([C:12]([O:14][CH2:15][CH3:16])=[O:13])[S:6][C:7]=1[N:24]1[CH2:29][CH2:28][O:27][CH2:26][CH2:25]1)#[N:2]. The yield is 0.820.